This data is from Reaction yield outcomes from USPTO patents with 853,638 reactions. The task is: Predict the reaction yield, written as a fraction of the theoretical maximum amount of product (1.0 means a 100% yield; for example, 0.34 means a 34% yield). The reactants are [C:1]([C:3]1[CH:4]=[C:5]([CH:9]([CH3:13])[C:10]([OH:12])=O)[CH:6]=[CH:7][CH:8]=1)#[N:2].CN(C)CCCN=C=NCC.ON1C2C=CC=CC=2N=N1.C(N(CC)CC)C.[CH3:42][CH:43]1[CH2:48][CH2:47][N:46]([C:49]2[C:54]([CH2:55][NH2:56])=[CH:53][CH:52]=[C:51]([C:57]([F:60])([F:59])[F:58])[N:50]=2)[CH2:45][CH2:44]1. The catalyst is O1CCOCC1.O. The product is [C:1]([C:3]1[CH:4]=[C:5]([CH:9]([CH3:13])[C:10]([NH:56][CH2:55][C:54]2[C:49]([N:46]3[CH2:47][CH2:48][CH:43]([CH3:42])[CH2:44][CH2:45]3)=[N:50][C:51]([C:57]([F:60])([F:58])[F:59])=[CH:52][CH:53]=2)=[O:12])[CH:6]=[CH:7][CH:8]=1)#[N:2]. The yield is 0.520.